Dataset: Full USPTO retrosynthesis dataset with 1.9M reactions from patents (1976-2016). Task: Predict the reactants needed to synthesize the given product. (1) Given the product [CH:45]1([CH2:40][NH:41][C:4]([C:6]2[N:7]=[N:8][C:9]([NH:12][CH2:13][C:14]3[C:15]([C:20]4[CH:21]=[CH:22][C:23]([F:26])=[CH:24][CH:25]=4)=[N:16][O:17][C:18]=3[CH3:19])=[CH:10][CH:11]=2)=[O:3])[CH2:50][CH2:49]1, predict the reactants needed to synthesize it. The reactants are: C([O:3][C:4]([C:6]1[N:7]=[N:8][C:9]([NH:12][CH2:13][C:14]2[C:15]([C:20]3[CH:25]=[CH:24][C:23]([F:26])=[CH:22][CH:21]=3)=[N:16][O:17][C:18]=2[CH3:19])=[CH:10][CH:11]=1)=O)C.COC(C1N=NC(NCC2[C:40]([C:45]3[CH:50]=[CH:49]C=CC=3)=[N:41]OC=2C)=CC=1)=O. (2) Given the product [NH2:16][C:7]1[CH:8]=[C:9]([NH:12][C:13](=[O:15])[CH3:14])[CH:10]=[CH:11][C:6]=1[NH:5][CH:1]1[CH2:2][CH2:3][CH2:4]1, predict the reactants needed to synthesize it. The reactants are: [CH:1]1([NH:5][C:6]2[CH:11]=[CH:10][C:9]([NH:12][C:13](=[O:15])[CH3:14])=[CH:8][C:7]=2[N+:16]([O-])=O)[CH2:4][CH2:3][CH2:2]1.[H][H].